This data is from Reaction yield outcomes from USPTO patents with 853,638 reactions. The task is: Predict the reaction yield, written as a fraction of the theoretical maximum amount of product (1.0 means a 100% yield; for example, 0.34 means a 34% yield). (1) The reactants are [NH2:1][C:2]1[NH:6][N:5]=[C:4]([CH3:7])[C:3]=1[C:8]1[S:9][C:10]2[CH:16]=[C:15]([S:17](Cl)(=[O:19])=[O:18])[CH:14]=[CH:13][C:11]=2[N:12]=1.[Cl:21][C:22]1[CH:29]=[CH:28][C:25]([CH2:26][NH2:27])=[CH:24][CH:23]=1.CN1CCOCC1. The catalyst is CO. The product is [Cl:21][C:22]1[CH:29]=[CH:28][C:25]([CH2:26][NH:27][S:17]([C:15]2[CH:14]=[CH:13][C:11]3[N:12]=[C:8]([C:3]4[C:4]([CH3:7])=[N:5][NH:6][C:2]=4[NH2:1])[S:9][C:10]=3[CH:16]=2)(=[O:19])=[O:18])=[CH:24][CH:23]=1. The yield is 0.160. (2) The reactants are [Cl:1][C:2]1[CH:7]=[C:6](/[CH:8]=[CH:9]/[CH:10]([C:15]2[CH:20]=[C:19]([Cl:21])[C:18]([Cl:22])=[C:17]([Cl:23])[CH:16]=2)[C:11]([F:14])([F:13])[F:12])[CH:5]=[CH:4][C:3]=1[CH2:24][NH2:25].CCN(CC)CC.[CH3:33][N:34]([CH3:38])[C:35](Cl)=[O:36]. The catalyst is C(Cl)Cl. The product is [Cl:1][C:2]1[CH:7]=[C:6](/[CH:8]=[CH:9]/[CH:10]([C:15]2[CH:20]=[C:19]([Cl:21])[C:18]([Cl:22])=[C:17]([Cl:23])[CH:16]=2)[C:11]([F:14])([F:13])[F:12])[CH:5]=[CH:4][C:3]=1[CH2:24][NH:25][C:35](=[O:36])[N:34]([CH3:38])[CH3:33]. The yield is 0.600. (3) The reactants are [F:1][C:2]1[C:14]([NH:15][CH2:16][C:17]2[C:22]([F:23])=[CH:21][CH:20]=[C:19]([C:24]3[CH:29]=[CH:28][CH:27]=[C:26]([F:30])[CH:25]=3)[C:18]=2[CH3:31])=[C:13]([F:32])[CH:12]=[CH:11][C:3]=1[O:4][CH2:5][C:6]([O:8]CC)=[O:7].[OH-].[Na+]. The catalyst is C1COCC1.CO. The product is [F:1][C:2]1[C:14]([NH:15][CH2:16][C:17]2[C:22]([F:23])=[CH:21][CH:20]=[C:19]([C:24]3[CH:29]=[CH:28][CH:27]=[C:26]([F:30])[CH:25]=3)[C:18]=2[CH3:31])=[C:13]([F:32])[CH:12]=[CH:11][C:3]=1[O:4][CH2:5][C:6]([OH:8])=[O:7]. The yield is 0.680. (4) The reactants are P(Cl)(Cl)([Cl:3])=O.[CH2:6]([N:13]1[C:17]2[N:18]=[C:19](O)[CH:20]=[C:21]([C:22]([O:24][CH2:25][CH3:26])=[O:23])[C:16]=2[CH:15]=[N:14]1)[C:7]1[CH:12]=[CH:11][CH:10]=[CH:9][CH:8]=1.C(O)(C)C. The catalyst is CN(C=O)C. The product is [CH2:6]([N:13]1[C:17]2[N:18]=[C:19]([Cl:3])[CH:20]=[C:21]([C:22]([O:24][CH2:25][CH3:26])=[O:23])[C:16]=2[CH:15]=[N:14]1)[C:7]1[CH:12]=[CH:11][CH:10]=[CH:9][CH:8]=1. The yield is 0.720.